From a dataset of Full USPTO retrosynthesis dataset with 1.9M reactions from patents (1976-2016). Predict the reactants needed to synthesize the given product. (1) Given the product [O:24]=[C:15]([NH:14][C:11]1[CH:10]=[CH:9][C:8]([O:1][C:2]2[CH:7]=[CH:6][CH:5]=[CH:4][CH:3]=2)=[CH:13][CH:12]=1)[CH2:16][N:17]1[CH2:23][CH2:22][CH2:21][N:20]([C:26]([NH:25][C:28]2[CH:37]=[CH:36][C:31]([C:32]([O:34][CH3:35])=[O:33])=[CH:30][CH:29]=2)=[O:27])[CH2:19][CH2:18]1, predict the reactants needed to synthesize it. The reactants are: [O:1]([C:8]1[CH:13]=[CH:12][C:11]([NH:14][C:15](=[O:24])[CH2:16][N:17]2[CH2:23][CH2:22][CH2:21][NH:20][CH2:19][CH2:18]2)=[CH:10][CH:9]=1)[C:2]1[CH:7]=[CH:6][CH:5]=[CH:4][CH:3]=1.[N:25]([C:28]1[CH:37]=[CH:36][C:31]([C:32]([O:34][CH3:35])=[O:33])=[CH:30][CH:29]=1)=[C:26]=[O:27].CCN(C(C)C)C(C)C. (2) Given the product [CH2:33]([N:35]([CH2:36][CH3:37])[C:9]1[C:8]2[C:13](=[CH:14][C:15]([F:16])=[C:6]([NH:5][CH2:4][C:3]3[C:2]([CH3:1])=[CH:31][CH:30]=[CH:29][C:28]=3[CH3:32])[CH:7]=2)[N:12]=[C:11]([N:17]2[CH:21]=[C:20]([C:22]([OH:24])=[O:23])[CH:19]=[N:18]2)[N:10]=1)[CH3:34], predict the reactants needed to synthesize it. The reactants are: [CH3:1][C:2]1[CH:31]=[CH:30][CH:29]=[C:28]([CH3:32])[C:3]=1[CH2:4][NH:5][C:6]1[CH:7]=[C:8]2[C:13](=[CH:14][C:15]=1[F:16])[N:12]=[C:11]([N:17]1[CH:21]=[C:20]([C:22]([O:24]CC)=[O:23])[CH:19]=[N:18]1)[NH:10][C:9]2=O.[CH2:33]([NH:35][CH2:36][CH3:37])[CH3:34]. (3) The reactants are: [CH2:1]([N:8]1[CH:13]2[CH2:14][CH2:15][CH:9]1[CH2:10][CH:11]([NH:16][C:17]1[C:18]([NH2:23])=[CH:19][CH:20]=[CH:21][CH:22]=1)[CH2:12]2)[C:2]1[CH:7]=[CH:6][CH:5]=[CH:4][CH:3]=1.[C:24]1(C)C=CC(S(O)(=O)=O)=C[CH:25]=1. Given the product [CH2:1]([N:8]1[CH:9]2[CH2:15][CH2:14][CH:13]1[CH2:12][CH:11]([N:16]1[C:17]3[CH:22]=[CH:21][CH:20]=[CH:19][C:18]=3[N:23]=[C:24]1[CH3:25])[CH2:10]2)[C:2]1[CH:3]=[CH:4][CH:5]=[CH:6][CH:7]=1, predict the reactants needed to synthesize it. (4) Given the product [CH2:1]([C:3]1[N:4]=[CH:5][N:6]([C:8]2[CH:16]=[C:15]3[C:11]([C:12]([CH3:26])([CH3:27])[C:13](=[O:25])[NH:14]3)=[CH:10][CH:9]=2)[CH:7]=1)[CH3:2], predict the reactants needed to synthesize it. The reactants are: [CH2:1]([C:3]1[N:4]=[CH:5][N:6]([C:8]2[CH:16]=[C:15]3[C:11]([C:12]([CH3:27])([CH3:26])[C:13](=[O:25])[N:14]3COCC[Si](C)(C)C)=[CH:10][CH:9]=2)[CH:7]=1)[CH3:2].C(O)(C(F)(F)F)=O.C(N)CN.